Dataset: Reaction yield outcomes from USPTO patents with 853,638 reactions. Task: Predict the reaction yield, written as a fraction of the theoretical maximum amount of product (1.0 means a 100% yield; for example, 0.34 means a 34% yield). (1) The reactants are [NH2:1][C:2]1[O:6][N:5]=[C:4]([C:7]2[CH:12]=[CH:11][C:10]([O:13][C:14]([F:17])([F:16])[F:15])=[CH:9][CH:8]=2)[C:3]=1[C:18](O)=[O:19].Cl.C(N=C=NCCCN(C)C)C.OC1C2N=NNC=2C=CC=1.[N:43]1([C:49]2[CH:54]=[CH:53][CH:52]=[CH:51][C:50]=2[OH:55])[CH2:48][CH2:47][NH:46][CH2:45][CH2:44]1. No catalyst specified. The product is [NH2:1][C:2]1[O:6][N:5]=[C:4]([C:7]2[CH:12]=[CH:11][C:10]([O:13][C:14]([F:15])([F:17])[F:16])=[CH:9][CH:8]=2)[C:3]=1[C:18]([N:46]1[CH2:45][CH2:44][N:43]([C:49]2[CH:54]=[CH:53][CH:52]=[CH:51][C:50]=2[OH:55])[CH2:48][CH2:47]1)=[O:19]. The yield is 0.720. (2) The reactants are C1C=CC(P(C2C=CC=CC=2)C2C=CC=CC=2)=CC=1.CCN(CC)CC.C(Cl)(Cl)(Cl)Cl.[NH:32]=[C:33]([NH:35][NH:36][C:37]([C:39]1[C:44]([NH:45][C:46]2[CH:51]=[CH:50][C:49]([Br:52])=[CH:48][C:47]=2[F:53])=[C:43]([F:54])[C:42](=[O:55])[N:41]([CH3:56])[CH:40]=1)=O)[CH3:34]. The catalyst is C(Cl)Cl.C(OCC)(=O)C. The product is [Br:52][C:49]1[CH:50]=[CH:51][C:46]([NH:45][C:44]2[C:39]([C:37]3[NH:32][C:33]([CH3:34])=[N:35][N:36]=3)=[CH:40][N:41]([CH3:56])[C:42](=[O:55])[C:43]=2[F:54])=[C:47]([F:53])[CH:48]=1. The yield is 0.500. (3) The product is [CH:1]([O:4][C:5](=[O:29])[NH:6][C@@H:7]1[CH2:28][C:10]2[N:11]([CH2:20][C:21]3[C:26]([NH2:31])=[N:25][CH:24]=[CH:23][N:22]=3)[C:12]3[CH:13]=[CH:14][C:15]([C:18]#[N:19])=[CH:16][C:17]=3[C:9]=2[CH2:8]1)([CH3:3])[CH3:2]. No catalyst specified. The reactants are [CH:1]([O:4][C:5](=[O:29])[NH:6][C@@H:7]1[CH2:28][C:10]2[N:11]([CH2:20][C:21]3[C:26](Cl)=[N:25][CH:24]=[CH:23][N:22]=3)[C:12]3[CH:13]=[CH:14][C:15]([C:18]#[N:19])=[CH:16][C:17]=3[C:9]=2[CH2:8]1)([CH3:3])[CH3:2].C[N:31]1C(=O)CCC1. The yield is 0.180. (4) The reactants are [Br:1][C:2]1[CH:7]=[N:6][C:5]([O:8]C)=[C:4]2[N:10]([S:13]([C:16]3[CH:22]=[CH:21][C:19]([CH3:20])=[CH:18][CH:17]=3)(=[O:15])=[O:14])[CH:11]=[CH:12][C:3]=12.Cl. The catalyst is O1CCOCC1. The product is [Br:1][C:2]1[C:3]2[CH:12]=[CH:11][N:10]([S:13]([C:16]3[CH:22]=[CH:21][C:19]([CH3:20])=[CH:18][CH:17]=3)(=[O:15])=[O:14])[C:4]=2[C:5](=[O:8])[NH:6][CH:7]=1. The yield is 0.940. (5) The reactants are [F:1][C:2]1[CH:10]=[CH:9][C:5]([C:6](O)=[O:7])=[C:4]([N+:11]([O-:13])=[O:12])[CH:3]=1.Cl.[CH3:15][NH:16][O:17][CH3:18].CN1CCOCC1.Cl.C(N=C=NCCCN(C)C)C. The catalyst is ClCCl. The product is [CH3:18][O:17][N:16]([CH3:15])[C:6](=[O:7])[C:5]1[CH:9]=[CH:10][C:2]([F:1])=[CH:3][C:4]=1[N+:11]([O-:13])=[O:12]. The yield is 0.950. (6) The reactants are [Cl:1][C:2]1[CH:7]=[C:6]([O:8][C:9]2[CH:15]=[CH:14][C:12]([NH2:13])=[CH:11][C:10]=2[F:16])[CH:5]=[CH:4][N:3]=1.[CH3:17][C:18](OC(C)=O)=[O:19]. No catalyst specified. The product is [Cl:1][C:2]1[CH:7]=[C:6]([O:8][C:9]2[CH:15]=[CH:14][C:12]([NH:13][C:18](=[O:19])[CH3:17])=[CH:11][C:10]=2[F:16])[CH:5]=[CH:4][N:3]=1. The yield is 0.990. (7) The yield is 0.420. The product is [CH2:13]([C:15]1[C:16]([C:50]([NH:57][S:54]([CH3:53])(=[O:56])=[O:55])=[O:51])=[N:17][C:18]([C:21]2[CH:26]=[CH:25][C:24]([O:27][CH3:28])=[C:23]([CH:29]3[C:30]4[C:31](=[O:48])[CH2:32][C:33]([CH3:47])([CH3:46])[CH2:34][C:35]=4[O:36][C:37]4[CH2:38][C:39]([CH3:45])([CH3:44])[CH2:40][C:41](=[O:43])[C:42]3=4)[C:22]=2[CH3:49])=[CH:19][CH:20]=1)[CH3:14]. The catalyst is CN(C=O)C. The reactants are C(N1C=CN=C1)(N1C=CN=C1)=O.[CH2:13]([C:15]1[C:16]([C:50](O)=[O:51])=[N:17][C:18]([C:21]2[CH:26]=[CH:25][C:24]([O:27][CH3:28])=[C:23]([CH:29]3[C:42]4[C:41](=[O:43])[CH2:40][C:39]([CH3:45])([CH3:44])[CH2:38][C:37]=4[O:36][C:35]4[CH2:34][C:33]([CH3:47])([CH3:46])[CH2:32][C:31](=[O:48])[C:30]3=4)[C:22]=2[CH3:49])=[CH:19][CH:20]=1)[CH3:14].[CH3:53][S:54]([NH2:57])(=[O:56])=[O:55].N12CCCN=C1CCCCC2.C(O)(=O)CC(CC(O)=O)(C(O)=O)O. (8) The yield is 0.590. The catalyst is C(Cl)Cl. The product is [CH3:1][O:2][C:3]1[CH:4]=[CH:5][C:6]([CH2:7][O:8][C:9]([C@@H:11]2[C@@H:14]([CH2:15][CH:16]=[CH2:17])[C:13](=[O:18])[N:12]2[C:38](=[O:39])[NH:37][CH:30]([C:31]2[CH:36]=[CH:35][CH:34]=[CH:33][CH:32]=2)[CH2:28][CH3:29])=[O:10])=[CH:19][CH:20]=1. The reactants are [CH3:1][O:2][C:3]1[CH:20]=[CH:19][C:6]([CH2:7][O:8][C:9]([C@@H:11]2[C@@H:14]([CH2:15][CH:16]=[CH2:17])[C:13](=[O:18])[NH:12]2)=[O:10])=[CH:5][CH:4]=1.C(N(CC)CC)C.[CH2:28]([CH:30]([N:37]=[C:38]=[O:39])[C:31]1[CH:36]=[CH:35][CH:34]=[CH:33][CH:32]=1)[CH3:29]. (9) The reactants are [CH3:1][C:2]1[C:6]([CH3:7])=[C:5]([NH:8][C:9](=[O:16])OCC(Cl)(Cl)Cl)[O:4][N:3]=1.Cl.Cl.[C:19]1([C:25]2[N:30]=[C:29]([N:31]3[CH2:36][CH2:35][NH:34][CH2:33][CH2:32]3)[CH:28]=[CH:27][CH:26]=2)[CH:24]=[CH:23][CH:22]=[CH:21][CH:20]=1. No catalyst specified. The product is [CH3:1][C:2]1[C:6]([CH3:7])=[C:5]([NH:8][C:9]([N:34]2[CH2:35][CH2:36][N:31]([C:29]3[CH:28]=[CH:27][CH:26]=[C:25]([C:19]4[CH:20]=[CH:21][CH:22]=[CH:23][CH:24]=4)[N:30]=3)[CH2:32][CH2:33]2)=[O:16])[O:4][N:3]=1. The yield is 0.840. (10) The reactants are [CH2:1]([O:3][C:4](=[O:29])[CH2:5][CH2:6][CH2:7][O:8][C:9]1[CH:14]=[CH:13][CH:12]=[C:11]([CH2:15][CH2:16][CH2:17][CH2:18][CH2:19][CH2:20]Br)[C:10]=1[CH2:22][CH2:23][C:24]([O:26][CH2:27][CH3:28])=[O:25])[CH3:2].[Br:30][C:31]1[CH:32]=[C:33]([OH:43])[CH:34]=[C:35]([S:37]([CH:40]([CH3:42])[CH3:41])(=[O:39])=[O:38])[CH:36]=1.C(=O)([O-])[O-].[K+].[K+]. No catalyst specified. The product is [CH2:1]([O:3][C:4](=[O:29])[CH2:5][CH2:6][CH2:7][O:8][C:9]1[CH:14]=[CH:13][CH:12]=[C:11]([CH2:15][CH2:16][CH2:17][CH2:18][CH2:19][CH2:20][O:43][C:33]2[CH:34]=[C:35]([S:37]([CH:40]([CH3:41])[CH3:42])(=[O:39])=[O:38])[CH:36]=[C:31]([Br:30])[CH:32]=2)[C:10]=1[CH2:22][CH2:23][C:24]([O:26][CH2:27][CH3:28])=[O:25])[CH3:2]. The yield is 0.700.